From a dataset of Full USPTO retrosynthesis dataset with 1.9M reactions from patents (1976-2016). Predict the reactants needed to synthesize the given product. (1) The reactants are: [C:1](=[O:4])([O-])[O-].[K+].[K+].[OH:7][C:8]1[CH:18]=[CH:17][C:11]([CH:12]=[CH:13][C:14]([OH:16])=[O:15])=[CH:10][CH:9]=1.[CH3:19][O:20][C:21]1[CH:28]=[CH:27][C:24]([CH2:25]Cl)=[CH:23][CH:22]=1.O. Given the product [CH3:19][O:20][C:21]1[CH:28]=[CH:27][C:24]([CH2:25][O:7][C:8]2[CH:9]=[CH:10][C:11](/[CH:12]=[CH:13]/[C:14]([O:16][CH2:12][C:11]3[CH:17]=[CH:18][C:8]([O:4][CH3:1])=[CH:9][CH:10]=3)=[O:15])=[CH:17][CH:18]=2)=[CH:23][CH:22]=1, predict the reactants needed to synthesize it. (2) Given the product [C:1]([O:5][C:6](=[O:27])[NH:7][C@@H:8]([C:12]1[N:13]([CH2:35][C:36]2[S:37][CH:38]=[C:39]([CH3:41])[CH:40]=2)[C:14](=[O:26])[C:15]2[O:20][C:19]3[CH:21]=[CH:22][C:23]([F:25])=[CH:24][C:18]=3[C:16]=2[N:17]=1)[CH:9]([CH3:11])[CH3:10])([CH3:3])([CH3:4])[CH3:2], predict the reactants needed to synthesize it. The reactants are: [C:1]([O:5][C:6](=[O:27])[NH:7][C@@H:8]([C:12]1[NH:13][C:14](=[O:26])[C:15]2[O:20][C:19]3[CH:21]=[CH:22][C:23]([F:25])=[CH:24][C:18]=3[C:16]=2[N:17]=1)[CH:9]([CH3:11])[CH3:10])([CH3:4])([CH3:3])[CH3:2].C(=O)([O-])[O-].[Cs+].[Cs+].Br[CH2:35][C:36]1[S:37][CH:38]=[C:39]([CH3:41])[CH:40]=1.